Dataset: Reaction yield outcomes from USPTO patents with 853,638 reactions. Task: Predict the reaction yield, written as a fraction of the theoretical maximum amount of product (1.0 means a 100% yield; for example, 0.34 means a 34% yield). (1) The reactants are [NH2:1][C@@H:2]1[C:9](=[O:10])[N:8]2[C@H:11]([C:14]([O:16][CH2:17][C:18]3[CH:23]=[CH:22][CH:21]=[CH:20][CH:19]=3)=[O:15])[CH2:12][CH2:13][C@@H:7]2[CH2:6][CH:5]=[CH:4][CH2:3]1.[C:24]([O:28][C:29]([N:31]([CH3:37])[C@H:32]([CH3:36])[C:33](O)=[O:34])=[O:30])([CH3:27])([CH3:26])[CH3:25].CCN=C=NCCCN(C)C.Cl.C1C=CC2N(O)N=NC=2C=1.CCN(C(C)C)C(C)C. The catalyst is ClCCl.O. The product is [C:24]([O:28][C:29]([N:31]([CH3:37])[C@@H:32]([CH3:36])[C:33]([NH:1][C@@H:2]1[C:9](=[O:10])[N:8]2[C@H:11]([C:14]([O:16][CH2:17][C:18]3[CH:19]=[CH:20][CH:21]=[CH:22][CH:23]=3)=[O:15])[CH2:12][CH2:13][C@@H:7]2[CH2:6][CH:5]=[CH:4][CH2:3]1)=[O:34])=[O:30])([CH3:27])([CH3:26])[CH3:25]. The yield is 0.862. (2) The reactants are Cl[C:2]1[CH:7]=[C:6]([C:8]2[CH:13]=[C:12]([Cl:14])[CH:11]=[CH:10][C:9]=2[O:15][CH3:16])[N:5]=[C:4]([CH3:17])[N:3]=1.[Cl:18][C:19]1[CH:25]=[CH:24][C:22]([NH2:23])=[CH:21][CH:20]=1.C1(P(C2C=CC=CC=2)C2C=CC3C(=CC=CC=3)C=2C2C3C(=CC=CC=3)C=CC=2P(C2C=CC=CC=2)C2C=CC=CC=2)C=CC=CC=1.CC(C)([O-])C.[Na+]. The catalyst is C1(C)C=CC=CC=1.C1C=CC(/C=C/C(/C=C/C2C=CC=CC=2)=O)=CC=1.C1C=CC(/C=C/C(/C=C/C2C=CC=CC=2)=O)=CC=1.C1C=CC(/C=C/C(/C=C/C2C=CC=CC=2)=O)=CC=1.[Pd].[Pd]. The product is [Cl:14][C:12]1[CH:11]=[CH:10][C:9]([O:15][CH3:16])=[C:8]([C:6]2[N:5]=[C:4]([CH3:17])[N:3]=[C:2]([NH:23][C:22]3[CH:24]=[CH:25][C:19]([Cl:18])=[CH:20][CH:21]=3)[CH:7]=2)[CH:13]=1. The yield is 0.510. (3) The reactants are [NH2:1][C:2]1[C:11]([F:12])=[C:10](F)[C:9]([O:14][CH3:15])=[C:8]2[C:3]=1[C:4](=[O:22])[C:5]([C:19]([OH:21])=[O:20])=[CH:6][N:7]2[CH:16]1[CH2:18][CH2:17]1.[NH2:23][CH:24]1[CH2:29][CH2:28][NH:27][CH2:26][CH:25]1[CH3:30]. No catalyst specified. The product is [NH2:1][C:2]1[C:11]([F:12])=[C:10]([N:27]2[CH2:28][CH2:29][CH:24]([NH2:23])[CH:25]([CH3:30])[CH2:26]2)[C:9]([O:14][CH3:15])=[C:8]2[C:3]=1[C:4](=[O:22])[C:5]([C:19]([OH:21])=[O:20])=[CH:6][N:7]2[CH:16]1[CH2:18][CH2:17]1. The yield is 0.500. (4) The reactants are [CH3:1][C:2]1([CH3:12])[O:6][CH:5]2[O:7][CH:8]([CH2:10]O)[CH2:9][CH:4]2[O:3]1.C1CCC(N=C=NC2CCCCC2)CC1.N1C=CC=CC=1.C(O)(C(F)(F)F)=O.C([O-])([O-])=O.[K+].[K+].[CH2:48]([P:49](=[O:56])([O:53][CH2:54][CH3:55])[O:50][CH2:51][CH3:52])[CH2:48][P:49](=[O:56])([O:53][CH2:54][CH3:55])[O:50][CH2:51][CH3:52].C(O[K])(C)(C)C.Cl. The catalyst is CS(C)=O.CCOC(C)=O. The product is [CH2:51]([O:50][P:49]([CH:48]=[CH:10][CH:8]1[O:7][CH:5]2[O:6][C:2]([CH3:1])([CH3:12])[O:3][CH:4]2[CH2:9]1)(=[O:56])[O:53][CH2:54][CH3:55])[CH3:52]. The yield is 0.510. (5) The reactants are Br[C:2]1[C:17]([O:18][CH2:19][C@@H:20]([NH:25][C:26](=[O:32])[O:27][C:28]([CH3:31])([CH3:30])[CH3:29])[CH2:21][CH:22]([CH3:24])[CH3:23])=[CH:16][C:5]2[N:6]([CH3:15])[C:7](=[O:14])[C:8]3[C:13]([C:4]=2[CH:3]=1)=[CH:12][CH:11]=[N:10][CH:9]=3.[CH:33]1(B(O)O)[CH2:35][CH2:34]1.C([O-])([O-])=O.[Cs+].[Cs+]. The catalyst is C1(C)C=CC=CC=1.O.C1C=CC([P]([Pd]([P](C2C=CC=CC=2)(C2C=CC=CC=2)C2C=CC=CC=2)([P](C2C=CC=CC=2)(C2C=CC=CC=2)C2C=CC=CC=2)[P](C2C=CC=CC=2)(C2C=CC=CC=2)C2C=CC=CC=2)(C2C=CC=CC=2)C2C=CC=CC=2)=CC=1. The product is [CH:33]1([C:2]2[C:17]([O:18][CH2:19][C@@H:20]([NH:25][C:26](=[O:32])[O:27][C:28]([CH3:31])([CH3:29])[CH3:30])[CH2:21][CH:22]([CH3:23])[CH3:24])=[CH:16][C:5]3[N:6]([CH3:15])[C:7](=[O:14])[C:8]4[C:13]([C:4]=3[CH:3]=2)=[CH:12][CH:11]=[N:10][CH:9]=4)[CH2:35][CH2:34]1. The yield is 0.510. (6) The reactants are BrC1C=CC([C@](CC=O)(C(O)CCCCCCCCCC(C)C)C([O-])=O)=CC=1.[OH:29][C@H:30]([CH2:36][CH2:37][CH2:38][CH2:39][CH2:40][CH2:41][CH2:42][CH2:43][CH2:44][CH2:45][CH2:46][CH:47]([CH3:49])[CH3:48])[CH2:31][C:32]([O:34][CH3:35])=[O:33].O[Li].O.C1CCC(NC2CCCCC2)CC1.BrC[C:68]([C:70]1[CH:75]=[CH:74][C:73]([Br:76])=[CH:72][CH:71]=1)=[O:69]. No catalyst specified. The product is [OH:29][C@H:30]([CH2:36][CH2:37][CH2:38][CH2:39][CH2:40][CH2:41][CH2:42][CH2:43][CH2:44][CH2:45][CH2:46][CH:47]([CH3:49])[CH3:48])[CH2:31][C:32]([O:34][CH2:35][C:68]([C:70]1[CH:75]=[CH:74][C:73]([Br:76])=[CH:72][CH:71]=1)=[O:69])=[O:33]. The yield is 0.900. (7) The reactants are N1C=CN=C1.[Cl:6][C:7]1[N:12]=[C:11]([O:13][CH2:14][CH2:15][OH:16])[CH:10]=[CH:9][N:8]=1.[Si:17](Cl)([C:20]([CH3:23])([CH3:22])[CH3:21])([CH3:19])[CH3:18]. The catalyst is ClCCl. The product is [Si:17]([O:16][CH2:15][CH2:14][O:13][C:11]1[CH:10]=[CH:9][N:8]=[C:7]([Cl:6])[N:12]=1)([C:20]([CH3:23])([CH3:22])[CH3:21])([CH3:19])[CH3:18]. The yield is 0.990.